From a dataset of Cav3 T-type calcium channel HTS with 100,875 compounds. Binary Classification. Given a drug SMILES string, predict its activity (active/inactive) in a high-throughput screening assay against a specified biological target. (1) The compound is O=c1n(nc(c2cc(NC(=O)C)c(N3CCCCC3)cc2)c2c1cccc2)C. The result is 0 (inactive). (2) The compound is O=c1n2c(c(c(c1)C)C#N)cccc2. The result is 0 (inactive). (3) The drug is O1C(=NC(C1)C)c1n(Cc2ccc(cc2)C)ccc1. The result is 0 (inactive). (4) The compound is O=c1[nH]n(C(CCCCCC)C)c2[nH]c(=O)cc(c12)C. The result is 0 (inactive). (5) The compound is Clc1ccc(c2noc(c2)/C(=N\OC(=O)c2ccccc2)C)cc1. The result is 0 (inactive). (6) The result is 0 (inactive). The drug is Clc1c(S(=O)(=O)N2CCC(N3CCCCC3)(CC2)C(=O)N)cc(Cl)cc1. (7) The drug is s1c(C(O)c2cccnc2)ccc1. The result is 0 (inactive). (8) The compound is Brc1cc(NC(=O)CSc2n(c(nn2)CNC(=O)c2occc2)C)ccc1. The result is 0 (inactive). (9) The molecule is S(=O)(=O)(N1CC2(C(=O)C(CN(S(=O)(=O)c3ccc(cc3)C)C2)(C1)C)C)c1ccc(cc1)C. The result is 0 (inactive). (10) The molecule is O(C(=O)c1nc(Nc2ccc(cc2)C(=O)C)c2c(n1)cccc2)CC. The result is 0 (inactive).